This data is from Reaction yield outcomes from USPTO patents with 853,638 reactions. The task is: Predict the reaction yield, written as a fraction of the theoretical maximum amount of product (1.0 means a 100% yield; for example, 0.34 means a 34% yield). (1) The reactants are C([O:3][C:4](=O)[CH2:5][C:6]1[O:10][C:9]([C:11]2[CH:16]=[CH:15][CH:14]=[CH:13][CH:12]=2)=[N:8][C:7]=1[CH3:17])C.[Li+].[BH4-].Cl. The catalyst is C1COCC1. The product is [CH3:17][C:7]1[N:8]=[C:9]([C:11]2[CH:16]=[CH:15][CH:14]=[CH:13][CH:12]=2)[O:10][C:6]=1[CH2:5][CH2:4][OH:3]. The yield is 0.250. (2) The reactants are Br[C:2]1[C:10]([F:11])=[C:9]2[C:5]([CH:6]=[N:7][N:8]2[CH3:12])=[CH:4][CH:3]=1.[F:13][C:14]1[C:15]([CH3:45])=[C:16]([C@:20]2([C:33]([O:35][CH2:36][C:37]3[CH:42]=[CH:41][C:40]([O:43][CH3:44])=[CH:39][CH:38]=3)=[O:34])[CH2:24][CH2:23][C:22](OS(C(F)(F)F)(=O)=O)=[CH:21]2)[CH:17]=[CH:18][CH:19]=1. No catalyst specified. The product is [F:11][C:10]1[C:2]([C:22]2[CH2:23][CH2:24][C@:20]([C:16]3[CH:17]=[CH:18][CH:19]=[C:14]([F:13])[C:15]=3[CH3:45])([C:33]([O:35][CH2:36][C:37]3[CH:42]=[CH:41][C:40]([O:43][CH3:44])=[CH:39][CH:38]=3)=[O:34])[CH:21]=2)=[CH:3][CH:4]=[C:5]2[C:9]=1[N:8]([CH3:12])[N:7]=[CH:6]2. The yield is 0.700. (3) The reactants are [NH2:1][C:2]1[CH:7]=[CH:6][C:5]([CH2:8][OH:9])=[C:4]([F:10])[CH:3]=1.N1C=CC=CC=1.Cl[C:18]([O:20][C:21]1[CH:26]=[CH:25][CH:24]=[CH:23][CH:22]=1)=[O:19]. The catalyst is CC(C)=O. The product is [F:10][C:4]1[CH:3]=[C:2]([NH:1][C:18](=[O:19])[O:20][C:21]2[CH:26]=[CH:25][CH:24]=[CH:23][CH:22]=2)[CH:7]=[CH:6][C:5]=1[CH2:8][OH:9]. The yield is 0.600. (4) The reactants are [NH2:1][C:2]1[N:10]=[CH:9][C:8]([Br:11])=[CH:7][C:3]=1[C:4]([OH:6])=O.[CH:12]1([C:15]([NH:17][NH2:18])=O)[CH2:14][CH2:13]1.O.C([O-])(O)=O.[Na+]. The catalyst is O=P(Cl)(Cl)Cl. The product is [Br:11][C:8]1[CH:7]=[C:3]([C:4]2[O:6][C:15]([CH:12]3[CH2:14][CH2:13]3)=[N:17][N:18]=2)[C:2]([NH2:1])=[N:10][CH:9]=1. The yield is 0.810. (5) No catalyst specified. The yield is 0.270. The reactants are [F:1][C:2]1[CH:3]=[C:4]([CH:16]=[C:17]([F:19])[CH:18]=1)[C:5]([C:7]1[C:8](=[O:15])[N:9]([CH2:13][CH3:14])[CH:10]=[CH:11][CH:12]=1)=O.[NH2:20][C:21]1[CH:25]=[C:24]([NH:26]C(=O)OC(C)(C)C)[NH:23][N:22]=1.C([O-])(=O)C.[NH4+]. The product is [NH2:26][C:24]1[C:25]2[C:12]3[CH:11]=[CH:10][N:9]([CH2:13][CH3:14])[C:8](=[O:15])[C:7]=3[C:5]([C:4]3[CH:3]=[C:2]([F:1])[CH:18]=[C:17]([F:19])[CH:16]=3)=[N:20][C:21]=2[NH:22][N:23]=1.